From a dataset of Reaction yield outcomes from USPTO patents with 853,638 reactions. Predict the reaction yield, written as a fraction of the theoretical maximum amount of product (1.0 means a 100% yield; for example, 0.34 means a 34% yield). The reactants are [Cl:1][C:2]1[CH:7]=[CH:6][C:5]([CH2:8]Cl)=[CH:4][N:3]=1.[NH2:10][C:11]1[CH:16]=[CH:15][CH:14]=[CH:13][N:12]=1. The catalyst is CN(C)C=O. The product is [ClH:1].[Cl:1][C:2]1[N:3]=[CH:4][C:5]([CH2:8][N:12]2[CH:13]=[CH:14][CH:15]=[CH:16][C:11]2=[NH:10])=[CH:6][CH:7]=1. The yield is 0.440.